Predict which catalyst facilitates the given reaction. From a dataset of Catalyst prediction with 721,799 reactions and 888 catalyst types from USPTO. Reactant: [OH-].[Na+].C([O:5][C:6]([C:8]1[CH:13]=[CH:12][C:11]([NH:14][C:15]([C:17]2[CH:22]=[C:21]([N+:23]([O-:25])=[O:24])[CH:20]=[CH:19][C:18]=2[Cl:26])=[O:16])=[CH:10][CH:9]=1)=[O:7])C.O.Cl. Product: [Cl:26][C:18]1[CH:19]=[CH:20][C:21]([N+:23]([O-:25])=[O:24])=[CH:22][C:17]=1[C:15]([NH:14][C:11]1[CH:12]=[CH:13][C:8]([C:6]([OH:7])=[O:5])=[CH:9][CH:10]=1)=[O:16]. The catalyst class is: 12.